Dataset: Rat liver microsome stability data. Task: Regression/Classification. Given a drug SMILES string, predict its absorption, distribution, metabolism, or excretion properties. Task type varies by dataset: regression for continuous measurements (e.g., permeability, clearance, half-life) or binary classification for categorical outcomes (e.g., BBB penetration, CYP inhibition). Dataset: rlm. (1) The compound is O=C(/C=C/c1cn(CC(O)CN2CCCCCC2)c2ccccc12)c1ccc(Br)cc1. The result is 1 (stable in rat liver microsomes). (2) The compound is CCOC(=O)C1=C(C)NC(=O)CC1C(=O)Nc1cc(Cl)cc(Cl)c1. The result is 1 (stable in rat liver microsomes). (3) The drug is COc1ccc(-c2ccc3nc(-c4cc(F)cc(F)c4F)oc3c2)c(OC)c1OC. The result is 0 (unstable in rat liver microsomes). (4) The drug is NC(=O)C1CCN(c2nc(-c3cc4ccccc4o3)cs2)CC1. The result is 1 (stable in rat liver microsomes). (5) The compound is COc1ccc(Nc2cc(C)nc(-n3nc(C)cc3C)n2)cc1Cl. The result is 1 (stable in rat liver microsomes).